This data is from Merck oncology drug combination screen with 23,052 pairs across 39 cell lines. The task is: Regression. Given two drug SMILES strings and cell line genomic features, predict the synergy score measuring deviation from expected non-interaction effect. (1) Drug 1: N#Cc1ccc(Cn2cncc2CN2CCN(c3cccc(Cl)c3)C(=O)C2)cc1. Drug 2: COc1cc(C2c3cc4c(cc3C(OC3OC5COC(C)OC5C(O)C3O)C3COC(=O)C23)OCO4)cc(OC)c1O. Cell line: LOVO. Synergy scores: synergy=6.95. (2) Drug 1: CS(=O)(=O)CCNCc1ccc(-c2ccc3ncnc(Nc4ccc(OCc5cccc(F)c5)c(Cl)c4)c3c2)o1. Drug 2: CCc1c2c(nc3ccc(O)cc13)-c1cc3c(c(=O)n1C2)COC(=O)C3(O)CC. Cell line: OVCAR3. Synergy scores: synergy=46.1.